This data is from Forward reaction prediction with 1.9M reactions from USPTO patents (1976-2016). The task is: Predict the product of the given reaction. (1) Given the reactants [F:1][C:2]1[C:10]([F:11])=[C:9]([F:12])[C:8]([F:13])=[C:7]2[C:3]=1[C:4](=[O:15])O[C:6]2=[O:14].[F:16][C:17]1[C:30]([F:31])=[C:29]([F:32])[C:28]([F:33])=[C:27]2[C:18]=1[C:19]([OH:37])=[C:20]1[C:25](=[C:26]2[OH:34])[C:24](=[O:35])[CH2:23][CH2:22][C:21]1=[O:36].[Cl-].[Al+3].[Cl-].[Cl-].[Cl-].[Na+].Cl, predict the reaction product. The product is: [F:13][C:8]1[C:7]2[C:3](=[C:4]([OH:15])[C:22]3[C:21](=[O:36])[C:20]4[C:25]([C:24](=[O:35])[C:23]=3[C:6]=2[OH:14])=[C:26]([OH:34])[C:27]2[C:18](=[C:17]([F:16])[C:30]([F:31])=[C:29]([F:32])[C:28]=2[F:33])[C:19]=4[OH:37])[C:2]([F:1])=[C:10]([F:11])[C:9]=1[F:12]. (2) Given the reactants Br[C:2]1[CH:3]=[C:4]2[C:8](=[CH:9][CH:10]=1)[NH:7][C:6]([CH3:11])=[CH:5]2.[Cu](C#N)[C:13]#[N:14].CCOC(C)=O.Cl, predict the reaction product. The product is: [CH3:11][C:6]1[NH:7][C:8]2[C:4]([CH:5]=1)=[CH:3][C:2]([C:13]#[N:14])=[CH:10][CH:9]=2. (3) The product is: [NH2:2][C:3]1[C:8]([Br:1])=[C:7]([O:9][CH3:10])[C:6]([O:11][CH3:12])=[CH:5][C:4]=1[C:13]([C:15]1[CH:20]=[CH:19][CH:18]=[CH:17][CH:16]=1)=[O:14]. Given the reactants [BrH:1].[NH2:2][C:3]1[CH:8]=[C:7]([O:9][CH3:10])[C:6]([O:11][CH3:12])=[CH:5][C:4]=1[C:13]([C:15]1[CH:20]=[CH:19][CH:18]=[CH:17][CH:16]=1)=[O:14], predict the reaction product.